Dataset: Reaction yield outcomes from USPTO patents with 853,638 reactions. Task: Predict the reaction yield, written as a fraction of the theoretical maximum amount of product (1.0 means a 100% yield; for example, 0.34 means a 34% yield). (1) The reactants are [Br:1][C:2]1[CH:15]=[CH:14][CH:13]=[C:12]2[C:3]=1[S:4][C:5]1[CH:6]=[CH:7][C:8]([N+:17]([O-:19])=[O:18])=[CH:9][C:10]=1[C:11]2=O.B.C1COCC1. The catalyst is O1CCCC1. The product is [Br:1][C:2]1[CH:15]=[CH:14][CH:13]=[C:12]2[C:3]=1[S:4][C:5]1[CH:6]=[CH:7][C:8]([N+:17]([O-:19])=[O:18])=[CH:9][C:10]=1[CH2:11]2. The yield is 1.00. (2) The reactants are [NH2:1][C:2]1[C:7]([C:8]2[O:12][N:11]=[C:10]([CH2:13][C:14]3[CH:19]=[CH:18][C:17]([OH:20])=[CH:16][CH:15]=3)[CH:9]=2)=[CH:6][CH:5]=[C:4]([NH2:21])[N:3]=1.[C:22]([C:24]1[CH:25]=[C:26]([CH2:30]O)[CH:27]=[CH:28][CH:29]=1)#[CH:23].C1(P(C2C=CC=CC=2)C2C=CC=CC=2)C=CC=CC=1.N(C(OCC)=O)=NC(OCC)=O. The catalyst is O1CCCC1. The product is [C:22]([C:24]1[CH:25]=[C:26]([CH:27]=[CH:28][CH:29]=1)[CH2:30][O:20][C:17]1[CH:18]=[CH:19][C:14]([CH2:13][C:10]2[CH:9]=[C:8]([C:7]3[C:2]([NH2:1])=[N:3][C:4]([NH2:21])=[CH:5][CH:6]=3)[O:12][N:11]=2)=[CH:15][CH:16]=1)#[CH:23]. The yield is 0.510. (3) The reactants are [C:1]([O:5][C:6]([N:8]1[CH2:13][C:12](=[O:14])[N:11]([C:15]2[CH:19]=[C:18]([C:20]3[CH:25]=[CH:24][CH:23]=[CH:22][CH:21]=3)[S:17][C:16]=2[C:26]([O:28]C)=[O:27])[C@H:10]([CH:30]2[CH2:35][CH2:34][CH2:33][CH2:32][CH2:31]2)[CH2:9]1)=[O:7])([CH3:4])([CH3:3])[CH3:2].O.[OH-].[Li+]. The catalyst is C1COCC1.O.CO. The product is [CH:30]1([C@@H:10]2[CH2:9][NH:8][CH2:13][C:12](=[O:14])[N:11]2[C:15]2[CH:19]=[C:18]([C:20]3[CH:21]=[CH:22][CH:23]=[CH:24][CH:25]=3)[S:17][C:16]=2[C:26]([OH:28])=[O:27])[CH2:31][CH2:32][CH2:33][CH2:34][CH2:35]1.[C:1]([O:5][C:6]([N:8]1[CH2:13][C:12](=[O:14])[N:11]([C:15]2[CH:19]=[C:18]([C:20]3[CH:21]=[CH:22][CH:23]=[CH:24][CH:25]=3)[S:17][C:16]=2[C:26]([OH:28])=[O:27])[C@H:10]([CH:30]2[CH2:35][CH2:34][CH2:33][CH2:32][CH2:31]2)[CH2:9]1)=[O:7])([CH3:4])([CH3:2])[CH3:3]. The yield is 0.970. (4) The reactants are [N+:1]([C:4]1[CH:21]=[CH:20][C:7]2[N:8]=[C:9]([NH:11][C:12](=[O:19])[C:13]3[CH:18]=[CH:17][CH:16]=[N:15][CH:14]=3)[S:10][C:6]=2[CH:5]=1)([O-])=O. The catalyst is CS(C)=O.[Pd]. The product is [NH2:1][C:4]1[CH:21]=[CH:20][C:7]2[N:8]=[C:9]([NH:11][C:12](=[O:19])[C:13]3[CH:18]=[CH:17][CH:16]=[N:15][CH:14]=3)[S:10][C:6]=2[CH:5]=1. The yield is 1.00. (5) The reactants are C(OC([NH:8][C:9]1[C:13]([C:14]2[N:19]=[C:18]([OH:20])[C:17]([OH:21])=[C:16]([C:22]([O:24][CH3:25])=[O:23])[N:15]=2)=[CH:12][S:11][CH:10]=1)=O)(C)(C)C.[F:26][C:27]([F:32])([F:31])[C:28]([OH:30])=[O:29]. The catalyst is C(Cl)Cl. The product is [F:26][C:27]([F:32])([F:31])[C:28]([OH:30])=[O:29].[NH2:8][C:9]1[C:13]([C:14]2[N:19]=[C:18]([OH:20])[C:17]([OH:21])=[C:16]([C:22]([O:24][CH3:25])=[O:23])[N:15]=2)=[CH:12][S:11][CH:10]=1. The yield is 0.990. (6) The reactants are [H-].[Na+].[NH2:3][C:4]1[CH:15]=[CH:14][CH:13]=[CH:12][C:5]=1[C:6]([N:8]([O:10][CH3:11])[CH3:9])=[O:7].Cl[C:17]1[CH:22]=[C:21]([Cl:23])[N:20]=[CH:19][C:18]=1[C:24]#[N:25]. The catalyst is C1COCC1.CCOC(C)=O. The product is [Cl:23][C:21]1[CH:22]=[C:17]([NH:3][C:4]2[CH:15]=[CH:14][CH:13]=[CH:12][C:5]=2[C:6]([N:8]([O:10][CH3:11])[CH3:9])=[O:7])[C:18]([C:24]#[N:25])=[CH:19][N:20]=1. The yield is 0.340. (7) The reactants are [C:1]1([CH2:10][C:11]#[N:12])[CH:6]=[CH:5][CH:4]=[C:3]([CH2:7][C:8]#[N:9])[CH:2]=1. The catalyst is CO.[Ni]. The product is [C:3]1([CH2:7][CH2:8][NH2:9])[CH:4]=[CH:5][CH:6]=[C:1]([CH2:10][CH2:11][NH2:12])[CH:2]=1. The yield is 0.960. (8) The reactants are [NH:1]1[CH2:6][CH2:5][CH:4]([NH:7]C(=O)OC(C)(C)C)[CH2:3][CH2:2]1.[CH:15]1([NH:18][C:19]([NH:21][C:22]2[CH:27]=[CH:26][C:25]([O:28][C:29]3[CH:34]=[CH:33][N:32]=[C:31]4[CH:35]=[C:36]([C:38]5[CH:43]=[CH:42][C:41]([CH:44]=O)=[CH:40][N:39]=5)[S:37][C:30]=34)=[C:24]([F:46])[CH:23]=2)=[O:20])[CH2:17][CH2:16]1.[BH-](OC(C)=O)(OC(C)=O)OC(C)=O.[Na+].C([O-])(O)=O.[Na+]. The catalyst is CN1C(=O)CCC1.CC(O)=O. The product is [NH2:7][CH:4]1[CH2:3][CH2:2][N:1]([CH2:44][C:41]2[CH:42]=[CH:43][C:38]([C:36]3[S:37][C:30]4[C:31](=[N:32][CH:33]=[CH:34][C:29]=4[O:28][C:25]4[CH:26]=[CH:27][C:22]([NH:21][C:19]([NH:18][CH:15]5[CH2:16][CH2:17]5)=[O:20])=[CH:23][C:24]=4[F:46])[CH:35]=3)=[N:39][CH:40]=2)[CH2:6][CH2:5]1. The yield is 0.514.